This data is from Full USPTO retrosynthesis dataset with 1.9M reactions from patents (1976-2016). The task is: Predict the reactants needed to synthesize the given product. (1) Given the product [F:36][C:37]1[CH:42]=[CH:41][C:40]([S:43]([N:7]2[C:3]([CH3:28])([CH3:2])[CH2:4][CH2:5][C@H:6]2[C:8]([NH:10][CH2:11][C:12]2[CH:17]=[C:16]([C:18]3[CH:19]=[N:20][C:21]([C:24]([F:27])([F:25])[F:26])=[CH:22][CH:23]=3)[N:15]=[CH:14][N:13]=2)=[O:9])(=[O:45])=[O:44])=[CH:39][CH:38]=1, predict the reactants needed to synthesize it. The reactants are: Cl.[CH3:2][C:3]1([CH3:28])[NH:7][C@H:6]([C:8]([NH:10][CH2:11][C:12]2[CH:17]=[C:16]([C:18]3[CH:19]=[N:20][C:21]([C:24]([F:27])([F:26])[F:25])=[CH:22][CH:23]=3)[N:15]=[CH:14][N:13]=2)=[O:9])[CH2:5][CH2:4]1.CCN(CC)CC.[F:36][C:37]1[CH:42]=[CH:41][C:40]([S:43](Cl)(=[O:45])=[O:44])=[CH:39][CH:38]=1. (2) Given the product [Cl:39][C:40]1[CH:57]=[CH:56][C:43]2[O:44][C:45]([S:47]([N:50]3[CH2:51][CH2:52][N:53]([C:11](=[O:13])[C:10]4[CH:9]=[CH:8][C:7]([C:4]5[CH:3]=[CH:2][N:1]=[CH:6][CH:5]=5)=[CH:15][CH:14]=4)[CH2:54][CH2:55]3)(=[O:48])=[O:49])=[CH:46][C:42]=2[CH:41]=1, predict the reactants needed to synthesize it. The reactants are: [N:1]1[CH:6]=[CH:5][C:4]([C:7]2[CH:15]=[CH:14][C:10]([C:11]([OH:13])=O)=[CH:9][CH:8]=2)=[CH:3][CH:2]=1.O.ON1C2C=CC=CC=2N=N1.Cl.CN(C)CCCN=C=NCC.[Cl:39][C:40]1[CH:57]=[CH:56][C:43]2[O:44][C:45]([S:47]([N:50]3[CH2:55][CH2:54][NH:53][CH2:52][CH2:51]3)(=[O:49])=[O:48])=[CH:46][C:42]=2[CH:41]=1. (3) Given the product [OH:11][B:1]1[C:5]2[CH:6]=[C:7]([O:10][C:19]3[N:24]=[C:23]([C:25]#[N:26])[CH:22]=[CH:21][CH:20]=3)[CH:8]=[CH:9][C:4]=2[CH2:3][O:2]1, predict the reactants needed to synthesize it. The reactants are: [B:1]1([OH:11])[C:5]2[CH:6]=[C:7]([OH:10])[CH:8]=[CH:9][C:4]=2[CH2:3][O:2]1.C([O-])([O-])=O.[Cs+].[Cs+].Cl[C:19]1[N:24]=[C:23]([C:25]#[N:26])[CH:22]=[CH:21][CH:20]=1.Cl. (4) Given the product [NH2:22][C:5]1[CH:4]=[N:3][N:2]([CH3:1])[C:6]=1[CH:7]1[CH2:13][O:12][CH2:11][CH:10]([NH:14][C:15](=[O:21])[O:16][C:17]([CH3:19])([CH3:18])[CH3:20])[CH2:9][CH2:8]1, predict the reactants needed to synthesize it. The reactants are: [CH3:1][N:2]1[C:6]([CH:7]2[CH2:13][O:12][CH2:11][CH:10]([NH:14][C:15](=[O:21])[O:16][C:17]([CH3:20])([CH3:19])[CH3:18])[CH2:9][CH2:8]2)=[C:5]([N+:22]([O-])=O)[CH:4]=[N:3]1. (5) Given the product [CH2:1]([N:8]1[C:12]2[CH:13]=[C:14]([O:24][CH3:23])[C:15]3[N:16]([C:17]([CH3:20])=[N:18][N:19]=3)[C:11]=2[CH:10]=[C:9]1[CH3:22])[C:2]1[CH:7]=[CH:6][CH:5]=[CH:4][CH:3]=1, predict the reactants needed to synthesize it. The reactants are: [CH2:1]([N:8]1[C:12]2[CH:13]=[C:14](Cl)[C:15]3[N:16]([C:17]([CH3:20])=[N:18][N:19]=3)[C:11]=2[CH:10]=[C:9]1[CH3:22])[C:2]1[CH:7]=[CH:6][CH:5]=[CH:4][CH:3]=1.[CH3:23][O-:24].[Na+].CO. (6) Given the product [CH3:28][C:27]1([CH3:31])[CH2:29][O:30][CH:13]([CH:14]([CH3:15])[CH2:2][C:3]([C:5]2[CH:10]=[CH:9][C:8]([CH3:11])=[C:7]([CH3:12])[CH:6]=2)=[O:4])[O:25][CH2:26]1, predict the reactants needed to synthesize it. The reactants are: Br[CH2:2][C:3]([C:5]1[CH:10]=[CH:9][C:8]([CH3:11])=[C:7]([CH3:12])[CH:6]=1)=[O:4].[CH3:13][CH:14](C)[CH2:15]N(C=CC)CC(C)C.[OH:25][CH2:26][C:27]([CH3:31])([CH2:29][OH:30])[CH3:28].S(=O)(=O)(O)O. (7) Given the product [C:1]([CH2:3][C:4]([N:6]1[CH2:10][CH2:9][CH2:8][C@@H:7]1[CH2:11][N:12]1[C:16]2[CH:17]=[CH:18][C:19]([CH:21]=[O:22])=[CH:20][C:15]=2[N:14]=[C:13]1[NH:23][C:24]([C:26]1[S:27][C:28]([CH:31]([F:32])[F:33])=[CH:29][CH:30]=1)=[O:25])=[O:5])#[N:2], predict the reactants needed to synthesize it. The reactants are: [C:1]([CH2:3][C:4]([N:6]1[CH2:10][CH2:9][CH2:8][C@@H:7]1[CH2:11][N:12]1[C:16]2[CH:17]=[CH:18][C:19]([CH2:21][OH:22])=[CH:20][C:15]=2[N:14]=[C:13]1[NH:23][C:24]([C:26]1[S:27][C:28]([CH:31]([F:33])[F:32])=[CH:29][CH:30]=1)=[O:25])=[O:5])#[N:2].CC(OI1(OC(C)=O)(OC(C)=O)OC(=O)C2C=CC=CC1=2)=O. (8) Given the product [Cl:16][C:4]1[C:3]([O:2][CH3:1])=[CH:12][CH:11]=[C:10]2[C:5]=1[CH2:6][CH2:7][NH:8][CH2:9]2, predict the reactants needed to synthesize it. The reactants are: [CH3:1][O:2][C:3]1[CH:4]=[C:5]2[C:10](=[CH:11][CH:12]=1)[CH2:9][NH:8][CH2:7][CH2:6]2.S(Cl)([Cl:16])(=O)=O. (9) Given the product [OH:24][CH2:23][C:22]1[CH:25]=[CH:26][C:19]([NH:18][C:8](=[O:10])[CH2:7][S:6][CH2:5][CH2:4][C:3]([O:2][CH3:1])=[O:11])=[CH:20][CH:21]=1, predict the reactants needed to synthesize it. The reactants are: [CH3:1][O:2][C:3](=[O:11])[CH2:4][CH2:5][S:6][CH2:7][C:8]([OH:10])=O.C(Cl)(=O)C(Cl)=O.[NH2:18][C:19]1[CH:26]=[CH:25][C:22]([CH2:23][OH:24])=[CH:21][CH:20]=1.C(N(CC)CC)C.